From a dataset of Forward reaction prediction with 1.9M reactions from USPTO patents (1976-2016). Predict the product of the given reaction. (1) Given the reactants C(N(C(C)C)CC)(C)C.[CH:10]1([NH2:13])[CH2:12][CH2:11]1.F[P-](F)(F)(F)(F)F.N1(O[P+](N(C)C)(N(C)C)N(C)C)C2C=CC=CC=2N=N1.[ClH:41].Cl.Cl.[Cl:44][C:45]1[C:46]([C:62]2[S:66][C:65]3[CH:67]=[C:68]([C:71](O)=[O:72])[CH:69]=[CH:70][C:64]=3[CH:63]=2)=[N:47][C:48]([NH:51][CH2:52][CH2:53][CH2:54][N:55]2[CH2:60][CH2:59][N:58]([CH3:61])[CH2:57][CH2:56]2)=[N:49][CH:50]=1.[Li+].[Cl-], predict the reaction product. The product is: [ClH:44].[ClH:41].[ClH:44].[CH:10]1([NH:13][C:71]([C:68]2[CH:69]=[CH:70][C:64]3[CH:63]=[C:62]([C:46]4[C:45]([Cl:44])=[CH:50][N:49]=[C:48]([NH:51][CH2:52][CH2:53][CH2:54][N:55]5[CH2:60][CH2:59][N:58]([CH3:61])[CH2:57][CH2:56]5)[N:47]=4)[S:66][C:65]=3[CH:67]=2)=[O:72])[CH2:12][CH2:11]1. (2) Given the reactants O.NN.[Cl:4][C:5]1[CH:6]=[C:7]([CH:33]=[CH:34][CH:35]=1)[NH:8][C:9]1[N:14]=[C:13]([C:15]2[N:19]([CH2:20][CH2:21][N:22]3C(=O)C4=CC=CC=C4C3=O)[CH:18]=[N:17][CH:16]=2)[CH:12]=[CH:11][N:10]=1, predict the reaction product. The product is: [NH2:22][CH2:21][CH2:20][N:19]1[C:15]([C:13]2[CH:12]=[CH:11][N:10]=[C:9]([NH:8][C:7]3[CH:33]=[CH:34][CH:35]=[C:5]([Cl:4])[CH:6]=3)[N:14]=2)=[CH:16][N:17]=[CH:18]1. (3) Given the reactants [C:1]([NH:5][C:6](=[O:35])[C:7]1[CH:12]=[CH:11][CH:10]=[C:9]([O:13][C:14]2[CH:19]=[CH:18][C:17]([NH:20][C:21]3[C:31]4[CH:30]=[C:29]([CH:32]=O)[CH2:28][CH2:27][NH:26][C:25]=4[N:24]=[CH:23][N:22]=3)=[CH:16][C:15]=2[Cl:34])[CH:8]=1)([CH3:4])([CH3:3])[CH3:2].[F:36][CH:37]([F:40])[CH2:38][NH2:39].C(O[BH-](OC(=O)C)OC(=O)C)(=O)C.[Na+].C(=O)(O)[O-].[Na+], predict the reaction product. The product is: [C:1]([NH:5][C:6](=[O:35])[C:7]1[CH:12]=[CH:11][CH:10]=[C:9]([O:13][C:14]2[CH:19]=[CH:18][C:17]([NH:20][C:21]3[C:31]4[CH:30]=[C:29]([CH2:32][NH:39][CH2:38][CH:37]([F:40])[F:36])[CH2:28][CH2:27][NH:26][C:25]=4[N:24]=[CH:23][N:22]=3)=[CH:16][C:15]=2[Cl:34])[CH:8]=1)([CH3:4])([CH3:2])[CH3:3]. (4) The product is: [CH3:21][C:18]1[S:19][CH:20]=[C:16]([CH2:15][N:1]2[C:9]3[C:4](=[CH:5][CH:6]=[CH:7][CH:8]=3)[C:3]([NH2:10])=[N:2]2)[N:17]=1. Given the reactants [NH:1]1[C:9]2[C:4](=[CH:5][CH:6]=[CH:7][CH:8]=2)[C:3]([NH2:10])=[N:2]1.[OH-].[K+].Cl.Cl[CH2:15][C:16]1[N:17]=[C:18]([CH3:21])[S:19][CH:20]=1.[H-].[Na+], predict the reaction product. (5) Given the reactants [CH:1]([C:3]1[CH:4]=[C:5]([CH:13]=[CH:14][CH:15]=1)[O:6][CH2:7][C:8]([O:10]CC)=[O:9])=[O:2].[OH-].[Na+].Cl, predict the reaction product. The product is: [CH:1]([C:3]1[CH:4]=[C:5]([CH:13]=[CH:14][CH:15]=1)[O:6][CH2:7][C:8]([OH:10])=[O:9])=[O:2]. (6) The product is: [Cl:12][C:9]1[CH:8]=[CH:7][C:6]([C@@H:2]([NH:1][C:37]([C:22]2([CH2:21][NH:20][C:18](=[O:19])[O:17][C:13]([CH3:15])([CH3:14])[CH3:16])[CH2:23][CH2:24][N:25]([C:28]3[C:29]4[CH:36]=[CH:35][NH:34][C:30]=4[N:31]=[CH:32][N:33]=3)[CH2:26][CH2:27]2)=[O:38])[CH2:3][CH2:4][OH:5])=[CH:11][CH:10]=1. Given the reactants [NH2:1][C@H:2]([C:6]1[CH:11]=[CH:10][C:9]([Cl:12])=[CH:8][CH:7]=1)[CH2:3][CH2:4][OH:5].[C:13]([O:17][C:18]([NH:20][CH2:21][C:22]1([C:37](O)=[O:38])[CH2:27][CH2:26][N:25]([C:28]2[C:29]3[CH:36]=[CH:35][NH:34][C:30]=3[N:31]=[CH:32][N:33]=2)[CH2:24][CH2:23]1)=[O:19])([CH3:16])([CH3:15])[CH3:14].CCN(C(C)C)C(C)C.F[P-](F)(F)(F)(F)F.N1(OC(N(C)C)=[N+](C)C)C2N=CC=CC=2N=N1, predict the reaction product.